This data is from Reaction yield outcomes from USPTO patents with 853,638 reactions. The task is: Predict the reaction yield, written as a fraction of the theoretical maximum amount of product (1.0 means a 100% yield; for example, 0.34 means a 34% yield). (1) The reactants are [CH:1]1([C:6]2[NH:7][C:8](=O)[C:9]3[CH2:14][CH2:13][CH2:12][C:10]=3[N:11]=2)[CH2:5][CH2:4][CH2:3][CH2:2]1.O=P(Cl)(Cl)[Cl:18]. No catalyst specified. The product is [Cl:18][C:8]1[C:9]2[CH2:14][CH2:13][CH2:12][C:10]=2[N:11]=[C:6]([CH:1]2[CH2:5][CH2:4][CH2:3][CH2:2]2)[N:7]=1. The yield is 0.0300. (2) The reactants are [Br:1][C:2]1[C:3]2[N:4]([C:9]([C:19]3[CH:24]=[CH:23][N:22]=[C:21](S(C)(=O)=O)[N:20]=3)=[C:10]([C:12]3[CH:17]=[CH:16][CH:15]=[C:14]([CH3:18])[N:13]=3)[N:11]=2)[CH:5]=[C:6]([CH3:8])[CH:7]=1.O.[O:30]1CCOCC1. The catalyst is CS(C)=O. The product is [Br:1][C:2]1[C:3]2[N:4]([C:9]([C:19]3[CH:24]=[CH:23][N:22]=[C:21]([OH:30])[N:20]=3)=[C:10]([C:12]3[CH:17]=[CH:16][CH:15]=[C:14]([CH3:18])[N:13]=3)[N:11]=2)[CH:5]=[C:6]([CH3:8])[CH:7]=1. The yield is 0.900. (3) The reactants are [CH2:1]([O:3][C:4]([CH:6]1[N:11]([S:12]([C:15]2[CH:20]=[CH:19][C:18]([F:21])=[CH:17][CH:16]=2)(=[O:14])=[O:13])[CH2:10][CH2:9][N:8](C(OC(C)(C)C)=O)[CH2:7]1)=[O:5])[CH3:2].FC(F)(F)C(O)=O. The catalyst is ClCCl. The product is [CH2:1]([O:3][C:4]([CH:6]1[CH2:7][NH:8][CH2:9][CH2:10][N:11]1[S:12]([C:15]1[CH:16]=[CH:17][C:18]([F:21])=[CH:19][CH:20]=1)(=[O:13])=[O:14])=[O:5])[CH3:2]. The yield is 0.900. (4) The reactants are [C:1]([O:4][C:5]1[CH:13]=[CH:12][C:11]([Br:14])=[CH:10][C:6]=1[C:7]([OH:9])=O)(=[O:3])[CH3:2].[NH2:15][C:16]1[O:17][C:18]([CH2:23][CH3:24])=[C:19]([CH2:21][CH3:22])[N:20]=1. No catalyst specified. The product is [C:1]([O:4][C:5]1[CH:13]=[CH:12][C:11]([Br:14])=[CH:10][C:6]=1[C:7]([NH:15][C:16]1[O:17][C:18]([CH2:23][CH3:24])=[C:19]([CH2:21][CH3:22])[N:20]=1)=[O:9])(=[O:3])[CH3:2]. The yield is 0.220. (5) The reactants are CN(C)[CH:3]=[C:4]([C:10]1[CH:15]=[CH:14][N:13]=[CH:12][CH:11]=1)[C:5](OCC)=[O:6].[CH2:17]([NH:24][C:25](=[O:34])[C:26]1[CH:31]=[CH:30][C:29]([NH:32][NH2:33])=[N:28][CH:27]=1)[C:18]1[CH:23]=[CH:22][CH:21]=[CH:20][CH:19]=1.CCN(C(C)C)C(C)C. The catalyst is CC(O)C. The product is [CH2:17]([NH:24][C:25](=[O:34])[C:26]1[CH:31]=[CH:30][C:29]([N:32]2[C:5]([OH:6])=[C:4]([C:10]3[CH:15]=[CH:14][N:13]=[CH:12][CH:11]=3)[CH:3]=[N:33]2)=[N:28][CH:27]=1)[C:18]1[CH:19]=[CH:20][CH:21]=[CH:22][CH:23]=1. The yield is 0.357. (6) The reactants are [N:1]([C@H:4]1[C@H:11]([OH:12])[C@@H:10]([CH2:13][OH:14])[O:9][CH:6]([O:7][CH3:8])[C@@H:5]1[O:15][CH2:16][C:17]1[CH:22]=[CH:21][CH:20]=[CH:19][CH:18]=1)=[N+:2]=[N-:3].[C:23](Cl)(=[O:30])[C:24]1[CH:29]=[CH:28][CH:27]=[CH:26][CH:25]=1.O. The catalyst is N1C=CC=CC=1. The product is [N:1]([C@H:4]1[C@H:11]([OH:12])[C@@H:10]([CH2:13][O:14][C:23](=[O:30])[C:24]2[CH:29]=[CH:28][CH:27]=[CH:26][CH:25]=2)[O:9][CH:6]([O:7][CH3:8])[C@@H:5]1[O:15][CH2:16][C:17]1[CH:22]=[CH:21][CH:20]=[CH:19][CH:18]=1)=[N+:2]=[N-:3]. The yield is 0.780.